This data is from Forward reaction prediction with 1.9M reactions from USPTO patents (1976-2016). The task is: Predict the product of the given reaction. (1) Given the reactants Br[C:2]1[CH:11]=[CH:10][CH:9]=[C:8]2[C:3]=1[CH:4]=[CH:5][N:6]=[CH:7]2.[CH3:12][O:13][CH:14]1[CH2:19][CH2:18][NH:17][CH2:16][CH2:15]1.C(O[Na])(C)(C)C, predict the reaction product. The product is: [CH3:12][O:13][CH:14]1[CH2:19][CH2:18][N:17]([C:2]2[CH:11]=[CH:10][CH:9]=[C:8]3[C:3]=2[CH:4]=[CH:5][N:6]=[CH:7]3)[CH2:16][CH2:15]1. (2) Given the reactants [Cl:1][C:2]1[CH:3]=[C:4]([C:12]([OH:14])=O)[CH:5]=[N:6][C:7]=1[O:8][CH:9]([CH3:11])[CH3:10].CN(C(ON1N=NC2C=CC=NC1=2)=[N+](C)C)C.F[P-](F)(F)(F)(F)F.CCN(C(C)C)C(C)C.O[NH:49][C:50]([C:52]1[CH:53]=[C:54]2[C:58](=[CH:59][C:60]=1[CH3:61])[NH:57][N:56]=[CH:55]2)=[NH:51], predict the reaction product. The product is: [Cl:1][C:2]1[CH:3]=[C:4]([C:12]2[O:14][N:49]=[C:50]([C:52]3[CH:53]=[C:54]4[C:58](=[CH:59][C:60]=3[CH3:61])[NH:57][N:56]=[CH:55]4)[N:51]=2)[CH:5]=[N:6][C:7]=1[O:8][CH:9]([CH3:10])[CH3:11]. (3) Given the reactants Cl.[CH3:2][C:3]1([CH3:27])[CH2:12][CH2:11][C:10]([CH3:14])([CH3:13])[C:9]2[CH:8]=[C:7]([C:15]3[N:16]=[C:17]([N:20]4[CH2:25][CH2:24][CH:23]([NH2:26])[CH2:22][CH2:21]4)[S:18][CH:19]=3)[CH:6]=[CH:5][C:4]1=2.Br[CH2:29][CH2:30][CH2:31][CH2:32][CH2:33][CH2:34][O:35][Si](C(C)(C)C)(C)C.C1COCC1.C[N+](C)(C)C.[F-], predict the reaction product. The product is: [CH3:2][C:3]1([CH3:27])[CH2:12][CH2:11][C:10]([CH3:13])([CH3:14])[C:9]2[CH:8]=[C:7]([C:15]3[N:16]=[C:17]([N:20]4[CH2:25][CH2:24][CH:23]([NH:26][CH2:29][CH2:30][CH2:31][CH2:32][CH2:33][CH2:34][OH:35])[CH2:22][CH2:21]4)[S:18][CH:19]=3)[CH:6]=[CH:5][C:4]1=2. (4) Given the reactants [CH3:1][C:2]1[CH:3]=[C:4]([CH:7]=[C:8]([C:10]([F:13])([F:12])[F:11])[CH:9]=1)[CH:5]=[O:6].[CH3:14][Mg]Br.CCOCC.[Cl-].[NH4+], predict the reaction product. The product is: [CH3:1][C:2]1[CH:3]=[C:4]([CH:5]([OH:6])[CH3:14])[CH:7]=[C:8]([C:10]([F:11])([F:12])[F:13])[CH:9]=1. (5) Given the reactants [CH3:1][C:2]1[C:3]([N:8]2[CH:12]=[CH:11][C:10]([C:13]([F:16])([F:15])[F:14])=[N:9]2)=[C:4]([OH:7])[NH:5][N:6]=1.C(=O)([O-])[O-].[Cs+].[Cs+].Br[CH:24]([CH3:35])[C:25]([C:27]1[CH:32]=[CH:31][C:30]([Cl:33])=[CH:29][C:28]=1[Cl:34])=[O:26].C([O-])([O-])=O.[Na+].[Na+], predict the reaction product. The product is: [Cl:34][C:28]1[CH:29]=[C:30]([Cl:33])[CH:31]=[CH:32][C:27]=1[C:25](=[O:26])[CH:24]([O:7][C:4]1[NH:5][N:6]=[C:2]([CH3:1])[C:3]=1[N:8]1[CH:12]=[CH:11][C:10]([C:13]([F:16])([F:14])[F:15])=[N:9]1)[CH3:35]. (6) The product is: [F:8][C:7]1[C:6]([NH:9][C:10]2[CH:15]=[CH:14][C:13]([I:16])=[CH:12][C:11]=2[F:17])=[C:5]([NH:18][S:25]([C:24]2[CH:23]=[C:22]([CH3:29])[S:21][C:20]=2[CH3:19])(=[O:27])=[O:26])[CH:4]=[CH:3][C:2]=1[F:1]. Given the reactants [F:1][C:2]1[C:7]([F:8])=[C:6]([NH:9][C:10]2[CH:15]=[CH:14][C:13]([I:16])=[CH:12][C:11]=2[F:17])[C:5]([NH2:18])=[CH:4][CH:3]=1.[CH3:19][C:20]1[S:21][C:22]([CH3:29])=[CH:23][C:24]=1[S:25](Cl)(=[O:27])=[O:26], predict the reaction product.